This data is from Catalyst prediction with 721,799 reactions and 888 catalyst types from USPTO. The task is: Predict which catalyst facilitates the given reaction. (1) Reactant: [CH3:1][O:2][C:3]1[CH:29]=[CH:28][C:6]([CH2:7][C@@H:8]([C:24]([O:26]C)=[O:25])[NH:9][C:10](=[O:23])[CH:11]=[CH:12][C:13]2[CH:18]=[CH:17][CH:16]=[CH:15][C:14]=2[C:19]([F:22])([F:21])[F:20])=[CH:5][CH:4]=1.[OH-].[Na+]. Product: [CH3:1][O:2][C:3]1[CH:29]=[CH:28][C:6]([CH2:7][C@@H:8]([C:24]([OH:26])=[O:25])[NH:9][C:10](=[O:23])[CH:11]=[CH:12][C:13]2[CH:18]=[CH:17][CH:16]=[CH:15][C:14]=2[C:19]([F:21])([F:20])[F:22])=[CH:5][CH:4]=1. The catalyst class is: 5. (2) Reactant: C[O:2][C:3](=[O:38])[CH2:4][CH2:5][C:6]1[CH:11]=[CH:10][C:9]([O:12][CH2:13][CH2:14][CH:15]([O:17][C:18]2[CH:23]=[CH:22][C:21]([O:24][C:25]([F:28])([F:27])[F:26])=[CH:20][C:19]=2[C:29](=[O:36])[C:30]2[CH:35]=[CH:34][CH:33]=[CH:32][CH:31]=2)[CH3:16])=[CH:8][C:7]=1[CH3:37].[OH-].[Na+]. Product: [C:29]([C:19]1[CH:20]=[C:21]([O:24][C:25]([F:26])([F:28])[F:27])[CH:22]=[CH:23][C:18]=1[O:17][CH:15]([CH3:16])[CH2:14][CH2:13][O:12][C:9]1[CH:10]=[CH:11][C:6]([CH2:5][CH2:4][C:3]([OH:38])=[O:2])=[C:7]([CH3:37])[CH:8]=1)(=[O:36])[C:30]1[CH:35]=[CH:34][CH:33]=[CH:32][CH:31]=1. The catalyst class is: 8.